Dataset: Peptide-MHC class I binding affinity with 185,985 pairs from IEDB/IMGT. Task: Regression. Given a peptide amino acid sequence and an MHC pseudo amino acid sequence, predict their binding affinity value. This is MHC class I binding data. (1) The peptide sequence is KELNIGRTF. The MHC is HLA-A26:01 with pseudo-sequence HLA-A26:01. The binding affinity (normalized) is 0.0847. (2) The peptide sequence is LRVLSIPPTA. The MHC is HLA-A30:01 with pseudo-sequence HLA-A30:01. The binding affinity (normalized) is 0.246. (3) The peptide sequence is ISDSNPYLTQW. The MHC is HLA-A26:01 with pseudo-sequence HLA-A26:01. The binding affinity (normalized) is 0.